Predict the reaction yield, written as a fraction of the theoretical maximum amount of product (1.0 means a 100% yield; for example, 0.34 means a 34% yield). From a dataset of Reaction yield outcomes from USPTO patents with 853,638 reactions. The yield is 0.660. The reactants are [C:1]([O-:4])([O-])=O.[Cs+].[Cs+].[CH2:7]([O:14][C:15]1[CH:16]=[C:17](O)[C:18]2[C:19](=[O:31])[C:20]3[C:25]([O:26][C:27]=2[CH:28]=1)=[C:24]([O:29][CH3:30])[CH:23]=[CH:22][CH:21]=3)[C:8]1[CH:13]=[CH:12][CH:11]=[CH:10][CH:9]=1.CI.CCO. The product is [CH2:7]([O:14][C:15]1[CH:16]=[C:17]([O:4][CH3:1])[C:18]2[C:19](=[O:31])[C:20]3[C:25]([O:26][C:27]=2[CH:28]=1)=[C:24]([O:29][CH3:30])[CH:23]=[CH:22][CH:21]=3)[C:8]1[CH:13]=[CH:12][CH:11]=[CH:10][CH:9]=1. The catalyst is CN(C=O)C.